This data is from Full USPTO retrosynthesis dataset with 1.9M reactions from patents (1976-2016). The task is: Predict the reactants needed to synthesize the given product. (1) Given the product [CH:20]([C:18]1[CH:19]=[C:14]([C:6]2[N:5]([CH:2]([CH3:4])[CH3:3])[C:9]([S:10]([CH3:13])(=[O:12])=[O:11])=[N:8][N:7]=2)[C:15]([OH:27])=[CH:16][C:17]=1[OH:23])([CH3:21])[CH3:22], predict the reactants needed to synthesize it. The reactants are: Cl.[CH:2]([N:5]1[C:9]([S:10]([CH3:13])(=[O:12])=[O:11])=[N:8][N:7]=[C:6]1[C:14]1[CH:19]=[C:18]([CH:20]([CH3:22])[CH3:21])[C:17]([O:23]COC)=[CH:16][C:15]=1[O:27]COC)([CH3:4])[CH3:3].OC1C=C(O)C(C(C)C)=CC=1C1N(C(C)C)C(=O)NN=1.C(=O)([O-])O.[Na+]. (2) The reactants are: [CH3:1][O:2][C:3]([C:5]1[CH:10]([C:11]2[CH:16]=[CH:15][C:14]([C:17]#[N:18])=[CH:13][CH:12]=2)[N:9]2[C:19](=[O:26])[N:20]([CH2:22][C:23](O)=[O:24])[N:21]=[C:8]2[N:7]([C:27]2[CH:32]=[CH:31][CH:30]=[C:29]([C:33]([F:36])([F:35])[F:34])[CH:28]=2)[C:6]=1[CH3:37])=[O:4].[CH:38]([N:41]([CH:44]([CH3:46])C)[CH2:42]C)(C)C.[CH3:47][N:48](C(ON1N=NC2C=CC=NC1=2)=[N+](C)C)[CH3:49].F[P-](F)(F)(F)(F)F. Given the product [CH3:1][O:2][C:3]([C:5]1[CH:10]([C:11]2[CH:16]=[CH:15][C:14]([C:17]#[N:18])=[CH:13][CH:12]=2)[N:9]2[C:19](=[O:26])[N:20]([CH2:22][C:23](=[O:24])[N:48]([CH2:49][CH2:46][CH2:44][N:41]([CH3:38])[CH3:42])[CH3:47])[N:21]=[C:8]2[N:7]([C:27]2[CH:32]=[CH:31][CH:30]=[C:29]([C:33]([F:34])([F:35])[F:36])[CH:28]=2)[C:6]=1[CH3:37])=[O:4], predict the reactants needed to synthesize it. (3) Given the product [BrH:1].[BrH:1].[CH2:7]1[C:6]2[CH:22]=[CH:23][C:3]([NH2:2])=[CH:4][C:5]=2[CH2:11][CH2:10][NH:9][CH2:8]1, predict the reactants needed to synthesize it. The reactants are: [BrH:1].[NH2:2][C:3]1[CH:23]=[CH:22][C:6]2[CH2:7][CH2:8][N:9](C(OCC3C=CC=CC=3)=O)[CH2:10][CH2:11][C:5]=2[CH:4]=1. (4) Given the product [CH2:1]([N:3]1[C:7]([O:8][C:32]2[CH:37]=[CH:36][C:35]([CH:38]([CH3:40])[CH3:39])=[CH:34][CH:33]=2)=[CH:6][C:5]([C:9]2[CH:10]=[C:11]([CH:14]=[CH:15][CH:16]=2)[C:12]#[N:13])=[N:4]1)[CH3:2], predict the reactants needed to synthesize it. The reactants are: [CH2:1]([N:3]1[C:7](=[O:8])[CH:6]=[C:5]([C:9]2[CH:10]=[C:11]([CH:14]=[CH:15][CH:16]=2)[C:12]#[N:13])[NH:4]1)[CH3:2].C(=O)([O-])[O-].[Cs+].[Cs+].Cl.CN(C)CC(O)=O.Br[C:32]1[CH:37]=[CH:36][C:35]([CH:38]([CH3:40])[CH3:39])=[CH:34][CH:33]=1. (5) Given the product [CH3:1][O:2][C:3](=[O:17])[C:4]1[CH:9]=[C:8]([CH3:10])[C:7]([OH:11])=[C:6]([O:15][CH3:16])[CH:5]=1, predict the reactants needed to synthesize it. The reactants are: [CH3:1][O:2][C:3](=[O:17])[C:4]1[CH:9]=[C:8]([CH3:10])[C:7]([O:11]COC)=[C:6]([O:15][CH3:16])[CH:5]=1.Cl. (6) Given the product [CH2:1]([O:8][C:9](=[O:10])[NH:11][C:12]1[C:13]([C:30]([NH:33][C:34]2[CH:35]=[N:36][CH:37]=[CH:38][C:39]=2[N:40]2[CH2:45][C@H:44]([CH3:46])[C@H:43]([N:47]3[CH:51]=[CH:50][N:49]=[N:48]3)[C@H:42]([NH:52][C:53]([O:54][C:55]([CH3:58])([CH3:57])[CH3:56])=[O:59])[CH2:41]2)=[O:31])=[N:14][C:15]2[C:20]([CH:21]=1)=[CH:19][CH:18]=[C:17]([N:22]1[CH2:27][CH2:26][N:25]([CH3:28])[C:24](=[O:29])[CH2:23]1)[CH:16]=2)[C:2]1[CH:7]=[CH:6][CH:5]=[CH:4][CH:3]=1, predict the reactants needed to synthesize it. The reactants are: [CH2:1]([O:8][C:9]([NH:11][C:12]1[C:13]([C:30](O)=[O:31])=[N:14][C:15]2[C:20]([CH:21]=1)=[CH:19][CH:18]=[C:17]([N:22]1[CH2:27][CH2:26][N:25]([CH3:28])[C:24](=[O:29])[CH2:23]1)[CH:16]=2)=[O:10])[C:2]1[CH:7]=[CH:6][CH:5]=[CH:4][CH:3]=1.[NH2:33][C:34]1[CH:35]=[N:36][CH:37]=[CH:38][C:39]=1[N:40]1[CH2:45][C@H:44]([CH3:46])[C@H:43]([N:47]2[CH:51]=[CH:50][N:49]=[N:48]2)[C@H:42]([NH:52][C:53](=[O:59])[O:54][C:55]([CH3:58])([CH3:57])[CH3:56])[CH2:41]1.CN(C(ON1N=NC2C=CC=NC1=2)=[N+](C)C)C.F[P-](F)(F)(F)(F)F.CCN(C(C)C)C(C)C. (7) Given the product [Cl:13][C:14]1[S:18][C:17]([C:19]([NH:1][C:2]2[C:7]([C:8]([O:10][CH3:11])=[O:9])=[CH:6][N:5]=[C:4]([CH3:12])[N:3]=2)=[O:20])=[CH:16][CH:15]=1, predict the reactants needed to synthesize it. The reactants are: [NH2:1][C:2]1[C:7]([C:8]([O:10][CH3:11])=[O:9])=[CH:6][N:5]=[C:4]([CH3:12])[N:3]=1.[Cl:13][C:14]1[S:18][C:17]([C:19](Cl)=[O:20])=[CH:16][CH:15]=1.